Dataset: Merck oncology drug combination screen with 23,052 pairs across 39 cell lines. Task: Regression. Given two drug SMILES strings and cell line genomic features, predict the synergy score measuring deviation from expected non-interaction effect. (1) Synergy scores: synergy=3.55. Drug 2: O=P1(N(CCCl)CCCl)NCCCO1. Cell line: SW837. Drug 1: O=S1(=O)NC2(CN1CC(F)(F)F)C1CCC2Cc2cc(C=CCN3CCC(C(F)(F)F)CC3)ccc2C1. (2) Drug 1: O=c1[nH]cc(F)c(=O)[nH]1. Cell line: A375. Drug 2: CCc1cnn2c(NCc3ccc[n+]([O-])c3)cc(N3CCCCC3CCO)nc12. Synergy scores: synergy=-5.42.